Dataset: Full USPTO retrosynthesis dataset with 1.9M reactions from patents (1976-2016). Task: Predict the reactants needed to synthesize the given product. (1) Given the product [C:20]([O:23][CH2:24][CH2:25][CH2:26][CH2:27][O:13][C:9]1[CH:8]=[C:7]([C:14](=[O:16])[CH3:15])[CH:6]=[C:5]([C:1]([CH3:4])([CH3:2])[CH3:3])[C:10]=1[O:11][CH3:12])(=[O:22])[CH3:21], predict the reactants needed to synthesize it. The reactants are: [C:1]([C:5]1[CH:6]=[C:7]([C:14](=[O:16])[CH3:15])[CH:8]=[C:9]([OH:13])[C:10]=1[O:11][CH3:12])([CH3:4])([CH3:3])[CH3:2].O=O.[Br-].[C:20]([O:23][CH2:24][CH2:25][CH2:26][CH2:27]Br)(=[O:22])[CH3:21]. (2) Given the product [CH3:20][N:18]1[CH:19]=[C:15]([N:14]2[C:5]3[C:4]4[CH:3]=[C:2]([C:32]5[CH:31]=[N:30][C:29]([NH:43][CH3:44])=[C:28]([CH:33]=5)[C:27]([NH:26][CH2:24][CH3:25])=[O:45])[CH:11]=[CH:10][C:9]=4[N:8]=[CH:7][C:6]=3[N:12]([CH3:23])[C:13]2=[O:22])[C:16]([CH3:21])=[N:17]1, predict the reactants needed to synthesize it. The reactants are: Br[C:2]1[CH:11]=[CH:10][C:9]2[N:8]=[CH:7][C:6]3[N:12]([CH3:23])[C:13](=[O:22])[N:14]([C:15]4[C:16]([CH3:21])=[N:17][N:18]([CH3:20])[CH:19]=4)[C:5]=3[C:4]=2[CH:3]=1.[CH2:24]([NH:26][C:27](=[O:45])[C:28]1[CH:33]=[C:32](B2OC(C)(C)C(C)(C)O2)[CH:31]=[N:30][C:29]=1[NH:43][CH3:44])[CH3:25]. (3) The reactants are: C[O:2][C:3]([CH:5]1[CH2:8][N:7]([CH2:9][C@H:10]([OH:39])[CH2:11][O:12][C:13]2[C:18]([CH3:19])=[CH:17][C:16]([C:20]3[N:24]=[C:23]([C:25]4[CH:30]=[C:29]([CH3:31])[N:28]=[C:27]([N:32]([CH2:35][CH3:36])[CH2:33][CH3:34])[CH:26]=4)[O:22][N:21]=3)=[CH:15][C:14]=2[CH2:37][CH3:38])[CH2:6]1)=[O:4].C(O)=O. Given the product [CH2:35]([N:32]([CH2:33][CH3:34])[C:27]1[CH:26]=[C:25]([C:23]2[O:22][N:21]=[C:20]([C:16]3[CH:17]=[C:18]([CH3:19])[C:13]([O:12][CH2:11][C@@H:10]([OH:39])[CH2:9][N:7]4[CH2:6][CH:5]([C:3]([OH:4])=[O:2])[CH2:8]4)=[C:14]([CH2:37][CH3:38])[CH:15]=3)[N:24]=2)[CH:30]=[C:29]([CH3:31])[N:28]=1)[CH3:36], predict the reactants needed to synthesize it. (4) The reactants are: [C:1]([C:3]1[CH:8]=[CH:7][C:6]([N:9]2[C:16](=[O:17])[C:12]3([CH2:15][CH2:14][CH2:13]3)[N:11]([C:18]3[CH:23]=[CH:22][C:21]([CH2:24][CH2:25][CH2:26][C:27]([NH:29][CH3:30])=O)=[CH:20][CH:19]=3)[C:10]2=[S:31])=[CH:5][C:4]=1[C:32]([F:35])([F:34])[F:33])#[N:2].[N:36]1C=CC=CC=1.S(OS(C(F)(F)F)(=O)=O)(C(F)(F)F)(=O)=O.N. Given the product [C:1]([C:3]1[CH:8]=[CH:7][C:6]([N:9]2[C:16](=[O:17])[C:12]3([CH2:15][CH2:14][CH2:13]3)[N:11]([C:18]3[CH:23]=[CH:22][C:21]([CH2:24][CH2:25][CH2:26][C:27](=[NH:36])[NH:29][CH3:30])=[CH:20][CH:19]=3)[C:10]2=[S:31])=[CH:5][C:4]=1[C:32]([F:34])([F:35])[F:33])#[N:2], predict the reactants needed to synthesize it.